From a dataset of Catalyst prediction with 721,799 reactions and 888 catalyst types from USPTO. Predict which catalyst facilitates the given reaction. (1) Reactant: [Br:1][C:2]1[CH:7]=[CH:6][C:5]([CH:8]([OH:12])[C:9]([OH:11])=[O:10])=[CH:4][CH:3]=1.S(=O)(=O)(O)O.C(=O)([O-])[O-].[Na+].[Na+].[CH3:24][C:25]([CH3:27])=O. Product: [Br:1][C:2]1[CH:3]=[CH:4][C:5]([CH:8]2[O:12][C:25]([CH3:27])([CH3:24])[O:10][C:9]2=[O:11])=[CH:6][CH:7]=1. The catalyst class is: 6. (2) Reactant: [Br:1][C:2]1[CH:14]=[CH:13][C:5]([O:6][C:7]([CH3:12])([CH3:11])[C:8](Cl)=[O:9])=[CH:4][CH:3]=1.[CH3:15][OH:16].CCN(CC)CC. Product: [CH3:15][O:16][C:8](=[O:9])[C:7]([O:6][C:5]1[CH:13]=[CH:14][C:2]([Br:1])=[CH:3][CH:4]=1)([CH3:12])[CH3:11]. The catalyst class is: 1. (3) Product: [Cl:25][C:19]1[CH:20]=[C:21]([NH:22][C:15]2[C:4]3[C:5](=[C:6]([C:8]4[CH:13]=[CH:12][N:11]=[CH:10][CH:9]=4)[N:7]=[C:2]([F:1])[CH:3]=3)[O:14][C:30]=2[NH2:31])[CH:23]=[CH:24][C:18]=1[F:17]. Reactant: [F:1][C:2]1[N:7]=[C:6]([C:8]2[CH:13]=[CH:12][N:11]=[CH:10][CH:9]=2)[C:5]([OH:14])=[C:4]([CH:15]=O)[CH:3]=1.[F:17][C:18]1[CH:24]=[CH:23][C:21]([NH2:22])=[CH:20][C:19]=1[Cl:25].[Si]([C:30]#[N:31])(C)(C)C.[Si](OS(C(F)(F)F)(=O)=O)(C)(C)C. The catalyst class is: 2. (4) Reactant: [N:1]([C:4]1[CH:17]=[CH:16][C:7]([O:8][C:9]2[C:14]([CH3:15])=[CH:13][CH:12]=[CH:11][N:10]=2)=[CH:6][CH:5]=1)=[C:2]=S.[NH2:18][C:19]1[CH:24]=[CH:23][CH:22]=[CH:21][C:20]=1[OH:25].C1(N=C=NC2CCCCC2)CCCCC1. Product: [CH3:15][C:14]1[C:9]([O:8][C:7]2[CH:16]=[CH:17][C:4]([NH:1][C:2]3[O:25][C:20]4[CH:21]=[CH:22][CH:23]=[CH:24][C:19]=4[N:18]=3)=[CH:5][CH:6]=2)=[N:10][CH:11]=[CH:12][CH:13]=1. The catalyst class is: 1. (5) Reactant: [NH2:1][C:2]1[CH:10]=[CH:9][CH:8]=[C:7]([O:11][CH3:12])[C:3]=1[C:4]([OH:6])=O.Cl.Cl.[CH3:15][C:16]1([CH3:33])[CH2:20][C:19]2([CH2:25][CH2:24][CH2:23][N:22]([CH:26]3[CH2:31][CH2:30][NH:29][CH2:28][CH2:27]3)[CH2:21]2)[C:18](=[O:32])[O:17]1.C(OC(C)C)(C)C. Product: [NH2:1][C:2]1[CH:10]=[CH:9][CH:8]=[C:7]([O:11][CH3:12])[C:3]=1[C:4]([N:29]1[CH2:30][CH2:31][CH:26]([N:22]2[CH2:23][CH2:24][CH2:25][C:19]3([C:18](=[O:32])[O:17][C:16]([CH3:15])([CH3:33])[CH2:20]3)[CH2:21]2)[CH2:27][CH2:28]1)=[O:6]. The catalyst class is: 81. (6) Reactant: I[C:2]1[CH:3]=[C:4]([CH:8]=[CH:9][CH:10]=1)[C:5]([OH:7])=[O:6].[O:11]1[CH2:15][CH2:14][CH2:13]C1.[CH2:16]([Li])CCC.O. Product: [C:15]([C:2]1[CH:3]=[C:4]([CH:8]=[CH:9][CH:10]=1)[C:5]([OH:7])=[O:6])(=[O:11])[CH:14]([CH3:16])[CH3:13]. The catalyst class is: 81.